The task is: Predict the product of the given reaction.. This data is from Forward reaction prediction with 1.9M reactions from USPTO patents (1976-2016). (1) Given the reactants [CH3:1][N:2]([CH3:20])[C:3]([C@@H:5]1[CH2:9][CH2:8][CH2:7][N:6]1[C:10]1[CH:15]=[CH:14][C:13]([NH:16][C:17]([NH2:19])=[NH:18])=[CH:12][CH:11]=1)=[O:4].CN(C)/[CH:23]=[C:24](\[F:36])/[C:25]([C:27]1[N:31]([CH:32]([CH3:34])[CH3:33])[C:30]([CH3:35])=[N:29][CH:28]=1)=O, predict the reaction product. The product is: [CH3:1][N:2]([CH3:20])[C:3]([C@@H:5]1[CH2:9][CH2:8][CH2:7][N:6]1[C:10]1[CH:15]=[CH:14][C:13]([NH:16][C:17]2[N:19]=[C:25]([C:27]3[N:31]([CH:32]([CH3:33])[CH3:34])[C:30]([CH3:35])=[N:29][CH:28]=3)[C:24]([F:36])=[CH:23][N:18]=2)=[CH:12][CH:11]=1)=[O:4]. (2) Given the reactants [CH2:1]([O:3][C:4]([CH:6]1[CH2:18][C:17]2[C:16]3[C:11](=[CH:12][CH:13]=[C:14]([O:19][CH3:20])[CH:15]=3)[NH:10][C:9]=2[CH2:8][CH2:7]1)=[O:5])[CH3:2], predict the reaction product. The product is: [CH2:1]([O:3][C:4]([C:6]1[CH:7]=[CH:8][C:9]2[NH:10][C:11]3[C:16]([C:17]=2[CH:18]=1)=[CH:15][C:14]([O:19][CH3:20])=[CH:13][CH:12]=3)=[O:5])[CH3:2]. (3) Given the reactants CS([O:5][CH2:6][CH2:7][CH2:8][C:9]1[O:13][N:12]=[C:11]([C:14]2[CH:19]=[CH:18][C:17]([C:20]([F:23])([F:22])[F:21])=[CH:16][CH:15]=2)[CH:10]=1)(=O)=O.[I-].[Na+].O[C:27]1[CH:28]=[C:29]([CH:34]=[CH:35][CH:36]=1)[C:30]([O:32]C)=[O:31].C(=O)([O-])[O-].[K+].[K+].Cl, predict the reaction product. The product is: [F:21][C:20]([F:23])([F:22])[C:17]1[CH:18]=[CH:19][C:14]([C:11]2[CH:10]=[C:9]([CH2:8][CH2:7][CH2:6][O:5][C:27]3[CH:28]=[C:29]([CH:34]=[CH:35][CH:36]=3)[C:30]([OH:32])=[O:31])[O:13][N:12]=2)=[CH:15][CH:16]=1. (4) Given the reactants [C:1]([O:5][C@@H:6]([C:12]1[C:36]([CH3:37])=[CH:35][C:15]2[N:16]=[C:17]([C:19]3[CH:24]=[CH:23][CH:22]=[C:21]([C:25]4[CH:26]=[C:27]5[C:31](=[CH:32][CH:33]=4)[N:30]([CH3:34])[N:29]=[CH:28]5)[N:20]=3)[S:18][C:14]=2[C:13]=1OS(C(F)(F)F)(=O)=O)[C:7]([O:9][CH2:10][CH3:11])=[O:8])([CH3:4])([CH3:3])[CH3:2].[Cl:46][C:47]1[CH:52]=[CH:51][C:50](B(O)O)=[CH:49][CH:48]=1.C(=O)([O-])[O-].[K+].[K+], predict the reaction product. The product is: [C:1]([O:5][C@@H:6]([C:12]1[C:36]([CH3:37])=[CH:35][C:15]2[N:16]=[C:17]([C:19]3[CH:24]=[CH:23][CH:22]=[C:21]([C:25]4[CH:26]=[C:27]5[C:31](=[CH:32][CH:33]=4)[N:30]([CH3:34])[N:29]=[CH:28]5)[N:20]=3)[S:18][C:14]=2[C:13]=1[C:50]1[CH:51]=[CH:52][C:47]([Cl:46])=[CH:48][CH:49]=1)[C:7]([O:9][CH2:10][CH3:11])=[O:8])([CH3:4])([CH3:2])[CH3:3]. (5) Given the reactants [CH3:1][CH:2]([OH:6])[CH2:3][CH2:4][CH3:5].CC(C)([O-])C.[Na+].Cl[C:14]1[N:22]=[C:21]2[C:17]([N:18]=[CH:19][N:20]2[CH:23]2[CH2:28][CH2:27][CH2:26][CH2:25][O:24]2)=[C:16]([NH2:29])[N:15]=1, predict the reaction product. The product is: [CH3:1][CH:2]([O:6][C:14]1[N:22]=[C:21]2[C:17]([N:18]=[CH:19][N:20]2[CH:23]2[CH2:28][CH2:27][CH2:26][CH2:25][O:24]2)=[C:16]([NH2:29])[N:15]=1)[CH2:3][CH2:4][CH3:5]. (6) The product is: [F:1][C:2]1[CH:3]=[C:4]([CH:19]=[CH:20][C:21]=1[F:22])[CH2:5][C@H:6]1[CH2:11][C@H:10]([C:12](=[O:14])[CH2:39][C:38]([O:37][CH2:35][CH3:36])=[O:43])[CH2:9][CH2:8][N:7]1[C:15]([O:17][CH3:18])=[O:16].[F:1][C:2]1[CH:3]=[C:4]([CH:19]=[CH:20][C:21]=1[F:22])[CH2:5][C@H:6]1[CH2:11][C@@H:10]([C:40](=[O:42])[CH2:39][C:38]([O:37][CH2:35][CH3:36])=[O:43])[CH2:9][CH2:8][N:7]1[C:15]([O:17][CH3:18])=[O:16]. Given the reactants [F:1][C:2]1[CH:3]=[C:4]([CH:19]=[CH:20][C:21]=1[F:22])[CH2:5][CH:6]1[CH2:11][CH:10]([C:12]([OH:14])=O)[CH2:9][CH2:8][N:7]1[C:15]([O:17][CH3:18])=[O:16].N1(C(N2C=CN=C2)=O)C=CN=C1.[CH2:35]([O:37][C:38](=[O:43])[CH2:39][C:40]([O-:42])=O)[CH3:36].[K+].[Cl-].[Mg+2].[Cl-].Cl, predict the reaction product.